Dataset: Reaction yield outcomes from USPTO patents with 853,638 reactions. Task: Predict the reaction yield, written as a fraction of the theoretical maximum amount of product (1.0 means a 100% yield; for example, 0.34 means a 34% yield). (1) The reactants are [H-].[Na+].[F:3][C:4]1[CH:9]=[CH:8][C:7]([OH:10])=[CH:6][CH:5]=1.[H][H].[CH2:13]([O:15][CH:16]([O:19][CH2:20][CH3:21])CBr)[CH3:14]. The catalyst is CN(C)C=O. The product is [CH2:13]([O:15][CH:16]([O:19][CH2:20][CH3:21])[O:10][C:7]1[CH:8]=[CH:9][C:4]([F:3])=[CH:5][CH:6]=1)[CH3:14]. The yield is 0.840. (2) The reactants are [CH:1]([C:3]([CH3:5])=[O:4])=[CH2:2].[N+:6]([CH3:9])([O-:8])=[O:7].[F-].[K+]. The catalyst is C1COCC1. The product is [N+:6]([CH2:9][CH2:2][CH2:1][C:3](=[O:4])[CH3:5])([O-:8])=[O:7]. The yield is 0.930. (3) The reactants are [C:1]1([C:7](=[O:15])[CH2:8][C:9]2[CH:14]=[CH:13][N:12]=[CH:11][CH:10]=2)[CH:6]=[CH:5][CH:4]=[CH:3][CH:2]=1.[C:16](Cl)(=[O:23])[C:17]1[CH:22]=[CH:21][CH:20]=[CH:19][CH:18]=1. No catalyst specified. The product is [C:16]([O:15][C:7]([C:1]1[CH:6]=[CH:5][CH:4]=[CH:3][CH:2]=1)=[CH:8][C:9]1[CH:10]=[CH:11][N:12]=[CH:13][CH:14]=1)(=[O:23])[C:17]1[CH:22]=[CH:21][CH:20]=[CH:19][CH:18]=1. The yield is 0.620. (4) The reactants are C(O[C:4](=O)[CH:5]([F:11])[C:6]([O:8][CH2:9][CH3:10])=[O:7])C.C1COCC1.[H-].[Na+].C(OC(=O)/C=C/[C:26]1[CH:31]=[CH:30][C:29]([N:32]2[CH:36]=[C:35]([CH3:37])[N:34]=[CH:33]2)=[C:28]([O:38][CH3:39])[CH:27]=1)C. The catalyst is O.C(OCC)(=O)C. The product is [CH2:9]([O:8][C:6](=[O:7])/[C:5](/[F:11])=[CH:4]\[C:26]1[CH:31]=[CH:30][C:29]([N:32]2[CH:36]=[C:35]([CH3:37])[N:34]=[CH:33]2)=[C:28]([O:38][CH3:39])[CH:27]=1)[CH3:10]. The yield is 0.560. (5) The reactants are [Cl:1][C:2]1[N:10]=[C:9]([Cl:11])[CH:8]=[CH:7][C:3]=1[C:4](Cl)=[O:5].[CH3:12][O:13][CH:14]([O:18][CH3:19])[CH2:15][NH:16][CH3:17]. The catalyst is ClCCl. The product is [Cl:1][C:2]1[N:10]=[C:9]([Cl:11])[CH:8]=[CH:7][C:3]=1[C:4]([N:16]([CH2:15][CH:14]([O:18][CH3:19])[O:13][CH3:12])[CH3:17])=[O:5]. The yield is 0.950.